From a dataset of Reaction yield outcomes from USPTO patents with 853,638 reactions. Predict the reaction yield, written as a fraction of the theoretical maximum amount of product (1.0 means a 100% yield; for example, 0.34 means a 34% yield). (1) The reactants are CC1NC=C(C(F)(F)F)N=1.C(=O)([O-])[O-].[K+].[K+].Br[C:18]1[CH:19]=[CH:20][C:21]([N+:24]([O-:26])=[O:25])=[N:22][CH:23]=1.CC(=O)OCC.[Cl-].[Na+].O. The catalyst is CS(C)=O. The product is [N+:24]([C:21]1[CH:20]=[CH:19][CH:18]=[CH:23][N:22]=1)([O-:26])=[O:25]. The yield is 0.230. (2) The reactants are [Cl-].[Al+3].[Cl-].[Cl-].[NH:5]1[C:13]2[C:8](=[CH:9][CH:10]=[CH:11][CH:12]=2)[CH2:7][C:6]1=[O:14].[C:15](Cl)(=[O:19])[CH2:16][CH2:17][CH3:18]. The catalyst is ClCCCl. The product is [C:15]([C:10]1[CH:9]=[C:8]2[C:13](=[CH:12][CH:11]=1)[NH:5][C:6](=[O:14])[CH2:7]2)(=[O:19])[CH2:16][CH2:17][CH3:18]. The yield is 0.250.